Task: Regression. Given two drug SMILES strings and cell line genomic features, predict the synergy score measuring deviation from expected non-interaction effect.. Dataset: NCI-60 drug combinations with 297,098 pairs across 59 cell lines (1) Drug 1: CCCCC(=O)OCC(=O)C1(CC(C2=C(C1)C(=C3C(=C2O)C(=O)C4=C(C3=O)C=CC=C4OC)O)OC5CC(C(C(O5)C)O)NC(=O)C(F)(F)F)O. Drug 2: CC1CCC2CC(C(=CC=CC=CC(CC(C(=O)C(C(C(=CC(C(=O)CC(OC(=O)C3CCCCN3C(=O)C(=O)C1(O2)O)C(C)CC4CCC(C(C4)OC)O)C)C)O)OC)C)C)C)OC. Cell line: HT29. Synergy scores: CSS=52.3, Synergy_ZIP=10.1, Synergy_Bliss=9.31, Synergy_Loewe=-49.2, Synergy_HSA=9.41. (2) Drug 1: C1CC(=O)NC(=O)C1N2CC3=C(C2=O)C=CC=C3N. Drug 2: CCC1=CC2CC(C3=C(CN(C2)C1)C4=CC=CC=C4N3)(C5=C(C=C6C(=C5)C78CCN9C7C(C=CC9)(C(C(C8N6C)(C(=O)OC)O)OC(=O)C)CC)OC)C(=O)OC.C(C(C(=O)O)O)(C(=O)O)O. Cell line: UACC-257. Synergy scores: CSS=30.9, Synergy_ZIP=-7.50, Synergy_Bliss=2.90, Synergy_Loewe=-5.98, Synergy_HSA=3.73. (3) Drug 1: C1CN1P(=S)(N2CC2)N3CC3. Drug 2: C1CCC(C(C1)N)N.C(=O)(C(=O)[O-])[O-].[Pt+4]. Cell line: HCC-2998. Synergy scores: CSS=40.5, Synergy_ZIP=0.624, Synergy_Bliss=2.12, Synergy_Loewe=-1.18, Synergy_HSA=7.33. (4) Drug 2: CC12CCC3C(C1CCC2OP(=O)(O)O)CCC4=C3C=CC(=C4)OC(=O)N(CCCl)CCCl.[Na+]. Drug 1: CCN(CC)CCNC(=O)C1=C(NC(=C1C)C=C2C3=C(C=CC(=C3)F)NC2=O)C. Synergy scores: CSS=12.5, Synergy_ZIP=4.25, Synergy_Bliss=-2.69, Synergy_Loewe=9.06, Synergy_HSA=-1.59. Cell line: K-562. (5) Drug 1: CN1C(=O)N2C=NC(=C2N=N1)C(=O)N. Drug 2: CC(C)NC(=O)C1=CC=C(C=C1)CNNC.Cl. Cell line: NCI-H460. Synergy scores: CSS=0.692, Synergy_ZIP=-0.0698, Synergy_Bliss=-1.60, Synergy_Loewe=-0.954, Synergy_HSA=-2.28. (6) Cell line: OVCAR3. Drug 2: CC(C)NC(=O)C1=CC=C(C=C1)CNNC.Cl. Synergy scores: CSS=4.94, Synergy_ZIP=-8.16, Synergy_Bliss=-2.06, Synergy_Loewe=-8.52, Synergy_HSA=-2.59. Drug 1: C1=C(C(=O)NC(=O)N1)N(CCCl)CCCl. (7) Drug 1: CCCS(=O)(=O)NC1=C(C(=C(C=C1)F)C(=O)C2=CNC3=C2C=C(C=N3)C4=CC=C(C=C4)Cl)F. Drug 2: CN1C2=C(C=C(C=C2)N(CCCl)CCCl)N=C1CCCC(=O)O.Cl. Cell line: HCT-15. Synergy scores: CSS=-2.68, Synergy_ZIP=2.42, Synergy_Bliss=-0.105, Synergy_Loewe=-1.85, Synergy_HSA=-3.63. (8) Synergy scores: CSS=7.61, Synergy_ZIP=2.87, Synergy_Bliss=7.13, Synergy_Loewe=-24.1, Synergy_HSA=3.31. Drug 1: CCC1=CC2CC(C3=C(CN(C2)C1)C4=CC=CC=C4N3)(C5=C(C=C6C(=C5)C78CCN9C7C(C=CC9)(C(C(C8N6C)(C(=O)OC)O)OC(=O)C)CC)OC)C(=O)OC.C(C(C(=O)O)O)(C(=O)O)O. Drug 2: CN(C)C1=NC(=NC(=N1)N(C)C)N(C)C. Cell line: TK-10. (9) Drug 1: CC1=CC=C(C=C1)C2=CC(=NN2C3=CC=C(C=C3)S(=O)(=O)N)C(F)(F)F. Drug 2: CCC1(CC2CC(C3=C(CCN(C2)C1)C4=CC=CC=C4N3)(C5=C(C=C6C(=C5)C78CCN9C7C(C=CC9)(C(C(C8N6C)(C(=O)OC)O)OC(=O)C)CC)OC)C(=O)OC)O.OS(=O)(=O)O. Cell line: PC-3. Synergy scores: CSS=-1.97, Synergy_ZIP=2.16, Synergy_Bliss=3.57, Synergy_Loewe=-0.0563, Synergy_HSA=-0.150. (10) Synergy scores: CSS=-2.82, Synergy_ZIP=-0.353, Synergy_Bliss=-6.37, Synergy_Loewe=-6.33, Synergy_HSA=-7.71. Drug 1: CC1=CC2C(CCC3(C2CCC3(C(=O)C)OC(=O)C)C)C4(C1=CC(=O)CC4)C. Cell line: COLO 205. Drug 2: CN(C(=O)NC(C=O)C(C(C(CO)O)O)O)N=O.